From a dataset of NCI-60 drug combinations with 297,098 pairs across 59 cell lines. Regression. Given two drug SMILES strings and cell line genomic features, predict the synergy score measuring deviation from expected non-interaction effect. Cell line: HT29. Drug 2: CC(C)(C#N)C1=CC=C(C=C1)N2C3=C4C=C(C=CC4=NC=C3N(C2=O)C)C5=CC6=CC=CC=C6N=C5. Drug 1: C1=CN(C(=O)N=C1N)C2C(C(C(O2)CO)O)(F)F. Synergy scores: CSS=67.6, Synergy_ZIP=7.22, Synergy_Bliss=7.08, Synergy_Loewe=10.7, Synergy_HSA=16.5.